From a dataset of Reaction yield outcomes from USPTO patents with 853,638 reactions. Predict the reaction yield, written as a fraction of the theoretical maximum amount of product (1.0 means a 100% yield; for example, 0.34 means a 34% yield). (1) The reactants are [Br:1][C:2]1[C:3]([F:12])=[C:4]2[C:10]([NH2:11])=[CH:9][NH:8][C:5]2=[N:6][CH:7]=1.[CH3:13][O:14][C@@H:15]([CH3:19])[C:16](N)=[O:17].C1N(P(Cl)(N2C(=O)OCC2)=O)C(=O)OC1.C(N(CC)CC)C. The catalyst is C(Cl)Cl.CC#N.O.O. The product is [Br:1][C:2]1[C:3]([F:12])=[C:4]2[C:10]([NH:11][C:16](=[O:17])[C@@H:15]([O:14][CH3:13])[CH3:19])=[CH:9][NH:8][C:5]2=[N:6][CH:7]=1. The yield is 0.870. (2) The reactants are [NH2:1][C:2]1[C:3]([F:22])=[CH:4][C:5]([F:21])=[C:6]([C@:8]2([CH3:20])[C:14]([F:16])([F:15])[C:13]([CH3:18])([CH3:17])[O:12][CH2:11][C:10](=[S:19])[NH:9]2)[CH:7]=1.[Cl:23][C:24]1[CH:25]=[CH:26][C:27]([C:30](O)=[O:31])=[N:28][CH:29]=1. No catalyst specified. The product is [Cl:23][C:24]1[CH:25]=[CH:26][C:27]([C:30]([NH:1][C:2]2[CH:7]=[C:6]([C@:8]3([CH3:20])[C:14]([F:15])([F:16])[C:13]([CH3:17])([CH3:18])[O:12][CH2:11][C:10](=[S:19])[NH:9]3)[C:5]([F:21])=[CH:4][C:3]=2[F:22])=[O:31])=[N:28][CH:29]=1. The yield is 0.910.